Predict the reaction yield, written as a fraction of the theoretical maximum amount of product (1.0 means a 100% yield; for example, 0.34 means a 34% yield). From a dataset of Reaction yield outcomes from USPTO patents with 853,638 reactions. (1) The reactants are [Cl:1][C:2]1[N:7]=[C:6](Cl)[CH:5]=[C:4]([Cl:9])[N:3]=1.[CH3:10][N:11]1[C:15](B(O)O)=[CH:14][CH:13]=[N:12]1. No catalyst specified. The product is [Cl:1][C:2]1[N:3]=[C:4]([Cl:9])[CH:5]=[C:6]([C:15]2[N:11]([CH3:10])[N:12]=[CH:13][CH:14]=2)[N:7]=1. The yield is 0.510. (2) The reactants are [Cl:1][C:2]1[C:10]([C:11]([C:14]#[N:15])([CH3:13])[CH3:12])=[CH:9][CH:8]=[CH:7][C:3]=1[C:4]([OH:6])=O.C(Cl)(=O)C(Cl)=O.CN(C)C=O.[NH2:27][C:28]1[CH:29]=[C:30]([CH:47]=[CH:48][CH:49]=1)[O:31][C:32]1[CH:44]=[CH:43][C:35]2[N:36]=[C:37]([NH:39][C:40](=[O:42])[CH3:41])[S:38][C:34]=2[C:33]=1[C:45]#[N:46]. The catalyst is O1CCCC1.C(OCC)(=O)C. The product is [C:40]([NH:39][C:37]1[S:38][C:34]2[C:33]([C:45]#[N:46])=[C:32]([O:31][C:30]3[CH:29]=[C:28]([NH:27][C:4](=[O:6])[C:3]4[CH:7]=[CH:8][CH:9]=[C:10]([C:11]([C:14]#[N:15])([CH3:13])[CH3:12])[C:2]=4[Cl:1])[CH:49]=[CH:48][CH:47]=3)[CH:44]=[CH:43][C:35]=2[N:36]=1)(=[O:42])[CH3:41]. The yield is 0.810. (3) The reactants are C([N:8]1[CH2:13][CH2:12][N:11]([CH3:14])[CH:10]([CH2:15][F:16])[CH2:9]1)C1C=CC=CC=1. The catalyst is [Pd].CO. The product is [F:16][CH2:15][CH:10]1[CH2:9][NH:8][CH2:13][CH2:12][N:11]1[CH3:14]. The yield is 0.900.